Dataset: Reaction yield outcomes from USPTO patents with 853,638 reactions. Task: Predict the reaction yield, written as a fraction of the theoretical maximum amount of product (1.0 means a 100% yield; for example, 0.34 means a 34% yield). (1) The reactants are [C:1]([C@@H:3]1[CH2:7][CH2:6][N:5]([C:8]([O:10][C:11]([CH3:14])([CH3:13])[CH3:12])=[O:9])[CH2:4]1)#[N:2].CCN(CC)CC.[H][H]. The catalyst is [Ni].C(O)C. The product is [NH2:2][CH2:1][C@@H:3]1[CH2:7][CH2:6][N:5]([C:8]([O:10][C:11]([CH3:14])([CH3:13])[CH3:12])=[O:9])[CH2:4]1. The yield is 0.700. (2) The reactants are C(OC(=O)[NH:7][C@H:8]([C:15](=[O:24])[NH:16][CH2:17][C:18]1[CH:23]=[CH:22][CH:21]=[CH:20][CH:19]=1)[C:9]1[CH:14]=[CH:13][CH:12]=[CH:11][CH:10]=1)(C)(C)C.[ClH:26].O1CCOCC1. No catalyst specified. The product is [ClH:26].[NH2:7][C@@H:8]([C:9]1[CH:14]=[CH:13][CH:12]=[CH:11][CH:10]=1)[C:15]([NH:16][CH2:17][C:18]1[CH:23]=[CH:22][CH:21]=[CH:20][CH:19]=1)=[O:24]. The yield is 1.00. (3) The reactants are [H-].[H-].[H-].[H-].[Li+].[Al+3].C(OC(C1NC2C(C=1)=C([N+]([O-])=O)C=CC=2)=O)C.C(O[C:27]([C:29]1[NH:30][C:31]2[C:36]([CH:37]=1)=[CH:35][CH:34]=[C:33]([N+:38]([O-])=O)[CH:32]=2)=O)C.[OH-].[Na+]. The catalyst is C1COCC1.O. The product is [CH3:27][C:29]1[NH:30][C:31]2[C:36]([CH:37]=1)=[CH:35][CH:34]=[C:33]([NH2:38])[CH:32]=2. The yield is 0.0800. (4) The reactants are C([C:4]1[CH:9]=[CH:8][C:7]([S:10]([N:13]([C:26]2[N:27]=[CH:28][C:29]3[C:34]([C:35]=2[CH3:36])=[CH:33][CH:32]=[CH:31][CH:30]=3)[CH2:14][C:15]2[CH:20]=[CH:19][C:18]([O:21][C:22]([F:25])([F:24])[F:23])=[CH:17][CH:16]=2)(=[O:12])=[O:11])=[CH:6][CH:5]=1)(=O)C.C[Mg]Br.Cl. The catalyst is C(OCC)C. The product is [OH:21][C:18]([C:8]1[CH:9]=[CH:4][CH:5]=[CH:6][C:7]=1[S:10]([N:13]([C:26]1[N:27]=[CH:28][C:29]2[C:34]([C:35]=1[CH3:36])=[CH:33][CH:32]=[CH:31][CH:30]=2)[CH2:14][C:15]1[CH:20]=[CH:19][C:18]([O:21][C:22]([F:23])([F:25])[F:24])=[CH:17][CH:16]=1)(=[O:12])=[O:11])([CH3:19])[CH3:17]. The yield is 0.820. (5) The reactants are Cl[C:2]1[N:11]=[C:10]([N:12]([CH3:14])[CH3:13])[C:9]2[C:4](=[CH:5][CH:6]=[CH:7][CH:8]=2)[N:3]=1.[C:15]([O:19][C:20](=[O:29])[NH:21][C:22]1[CH:27]=[CH:26][C:25]([NH2:28])=[CH:24][CH:23]=1)([CH3:18])([CH3:17])[CH3:16]. The catalyst is C(Cl)Cl. The product is [C:15]([O:19][C:20](=[O:29])[NH:21][C:22]1[CH:23]=[CH:24][C:25]([NH:28][C:2]2[N:11]=[C:10]([N:12]([CH3:14])[CH3:13])[C:9]3[C:4](=[CH:5][CH:6]=[CH:7][CH:8]=3)[N:3]=2)=[CH:26][CH:27]=1)([CH3:18])([CH3:16])[CH3:17]. The yield is 0.870. (6) The reactants are [S:1]1[C:13]2[N:5]([C:6]3[C:11]([N:12]=2)=[CH:10][CH:9]=[C:8]([CH:14]=[O:15])[CH:7]=3)[CH2:4][CH2:3][CH2:2]1.[Br-].[Mg+2].[Br-].[N+:19]([C:22]1[CH:40]=[CH:39][C:25]([CH2:26][O:27][C:28]([C:30]2[N:31]3[CH:34]([S:35][CH:36]=2)[CH:33]([Br:37])[C:32]3=[O:38])=[O:29])=[CH:24][CH:23]=1)([O-:21])=[O:20].[C:41](OC(=O)C)(=[O:43])[CH3:42]. The catalyst is C(OCC)(=O)C.C(N(CC)CC)C.C1COCC1.C(#N)C. The product is [C:41]([O:15][CH:14]([C:8]1[CH:9]=[CH:10][C:11]2[N:12]=[C:13]3[S:1][CH2:2][CH2:3][CH2:4][N:5]3[C:6]=2[CH:7]=1)[C:33]1([Br:37])[C:32](=[O:38])[N:31]2[C@@H:34]1[S:35][CH:36]=[C:30]2[C:28]([O:27][CH2:26][C:25]1[CH:39]=[CH:40][C:22]([N+:19]([O-:21])=[O:20])=[CH:23][CH:24]=1)=[O:29])(=[O:43])[CH3:42]. The yield is 0.360. (7) The reactants are [Cl-].O[NH3+:3].[C:4](=[O:7])([O-])[OH:5].[Na+].CS(C)=O.[CH2:13]([C:17]1[N:18]=[C:19]([CH3:46])[N:20]([CH2:39][C:40]2[CH:45]=[N:44][CH:43]=[CH:42][N:41]=2)[C:21](=[O:38])[C:22]=1[CH2:23][C:24]1[CH:29]=[CH:28][C:27]([C:30]2[C:31]([C:36]#[N:37])=[CH:32][CH:33]=[CH:34][CH:35]=2)=[CH:26][CH:25]=1)[CH2:14][CH2:15][CH3:16]. The catalyst is C(OCC)(=O)C. The product is [CH2:13]([C:17]1[N:18]=[C:19]([CH3:46])[N:20]([CH2:39][C:40]2[CH:45]=[N:44][CH:43]=[CH:42][N:41]=2)[C:21](=[O:38])[C:22]=1[CH2:23][C:24]1[CH:25]=[CH:26][C:27]([C:30]2[CH:35]=[CH:34][CH:33]=[CH:32][C:31]=2[C:36]2[NH:3][C:4](=[O:7])[O:5][N:37]=2)=[CH:28][CH:29]=1)[CH2:14][CH2:15][CH3:16]. The yield is 0.380. (8) The reactants are [N:1]1([C:9]([O:11][C:12]([CH3:15])([CH3:14])[CH3:13])=[O:10])[CH2:5][CH2:4][C@H:3]2[CH2:6][NH:7][CH2:8][C@@H:2]12.Br[C:17]1[CH:18]=[N:19][CH:20]=[CH:21][CH:22]=1.CC(C)([O-])C.[Na+].C(OCC)C. The catalyst is C1(C)C=CC=CC=1.C1C=CC(/C=C/C(/C=C/C2C=CC=CC=2)=O)=CC=1.C1C=CC(/C=C/C(/C=C/C2C=CC=CC=2)=O)=CC=1.C1C=CC(/C=C/C(/C=C/C2C=CC=CC=2)=O)=CC=1.[Pd].[Pd].C1(P(C2C=CC=CC=2)C2C=CC3C(=CC=CC=3)C=2C2C3C(=CC=CC=3)C=CC=2P(C2C=CC=CC=2)C2C=CC=CC=2)C=CC=CC=1. The product is [N:19]1[CH:20]=[CH:21][CH:22]=[C:17]([N:7]2[CH2:6][C@H:3]3[C@H:2]([N:1]([C:9]([O:11][C:12]([CH3:15])([CH3:14])[CH3:13])=[O:10])[CH2:5][CH2:4]3)[CH2:8]2)[CH:18]=1. The yield is 0.910. (9) The reactants are [N:1]([CH2:4][C:5]1[C:6]([F:23])=[C:7]([O:12][C:13]2[C:14]([Cl:22])=[C:15]([CH:18]=[C:19]([Cl:21])[CH:20]=2)[C:16]#[N:17])[C:8]([Cl:11])=[CH:9][CH:10]=1)=[N+]=[N-].C1(P(C2C=CC=CC=2)C2C=CC=CC=2)C=CC=CC=1.O. The catalyst is C1COCC1. The product is [NH2:1][CH2:4][C:5]1[C:6]([F:23])=[C:7]([O:12][C:13]2[C:14]([Cl:22])=[C:15]([CH:18]=[C:19]([Cl:21])[CH:20]=2)[C:16]#[N:17])[C:8]([Cl:11])=[CH:9][CH:10]=1. The yield is 0.930.